Task: Regression. Given two drug SMILES strings and cell line genomic features, predict the synergy score measuring deviation from expected non-interaction effect.. Dataset: NCI-60 drug combinations with 297,098 pairs across 59 cell lines (1) Drug 1: CCC1=CC2CC(C3=C(CN(C2)C1)C4=CC=CC=C4N3)(C5=C(C=C6C(=C5)C78CCN9C7C(C=CC9)(C(C(C8N6C)(C(=O)OC)O)OC(=O)C)CC)OC)C(=O)OC.C(C(C(=O)O)O)(C(=O)O)O. Drug 2: C1=CN(C=N1)CC(O)(P(=O)(O)O)P(=O)(O)O. Cell line: T-47D. Synergy scores: CSS=22.3, Synergy_ZIP=-8.97, Synergy_Bliss=-8.69, Synergy_Loewe=-12.3, Synergy_HSA=-7.68. (2) Drug 1: CC12CCC(CC1=CCC3C2CCC4(C3CC=C4C5=CN=CC=C5)C)O. Drug 2: C1CCC(C(C1)N)N.C(=O)(C(=O)[O-])[O-].[Pt+4]. Cell line: OVCAR-4. Synergy scores: CSS=24.0, Synergy_ZIP=-1.09, Synergy_Bliss=4.11, Synergy_Loewe=-1.66, Synergy_HSA=6.20.